This data is from CYP1A2 inhibition data for predicting drug metabolism from PubChem BioAssay. The task is: Regression/Classification. Given a drug SMILES string, predict its absorption, distribution, metabolism, or excretion properties. Task type varies by dataset: regression for continuous measurements (e.g., permeability, clearance, half-life) or binary classification for categorical outcomes (e.g., BBB penetration, CYP inhibition). Dataset: cyp1a2_veith. (1) The compound is CC(C/C=N/NC(=O)COc1cc(Cl)ccc1Cl)c1ccccc1. The result is 1 (inhibitor). (2) The drug is Cc1ccccc1NS(=O)(=O)c1ccc2[nH]cc(C(=O)N(C)Cc3ccco3)c(=O)c2c1. The result is 1 (inhibitor).